Dataset: Retrosynthesis with 50K atom-mapped reactions and 10 reaction types from USPTO. Task: Predict the reactants needed to synthesize the given product. Given the product CCC(C)(C)c1nc2cc(S(=O)(=O)n3cc(C(N)=O)cn3)ccc2n1CC1CCOCC1, predict the reactants needed to synthesize it. The reactants are: CCC(C)(C)c1nc2cc(S(=O)(=O)n3cc(C(=O)O)cn3)ccc2n1CC1CCOCC1.CN(C)C(On1nnc2cccnc21)=[N+](C)C.